From a dataset of Forward reaction prediction with 1.9M reactions from USPTO patents (1976-2016). Predict the product of the given reaction. Given the reactants [Br:1][C:2]1[CH:3]=[C:4]([NH2:9])[C:5]([Cl:8])=[N:6][CH:7]=1.[NH:10]1[CH2:15][CH2:14][O:13][CH2:12][CH2:11]1.[S:16](Cl)(Cl)(=[O:18])=[O:17].CCOC(C)=O, predict the reaction product. The product is: [Br:1][C:2]1[CH:3]=[C:4]([NH:9][S:16]([N:10]2[CH2:15][CH2:14][O:13][CH2:12][CH2:11]2)(=[O:18])=[O:17])[C:5]([Cl:8])=[N:6][CH:7]=1.